From a dataset of Reaction yield outcomes from USPTO patents with 853,638 reactions. Predict the reaction yield, written as a fraction of the theoretical maximum amount of product (1.0 means a 100% yield; for example, 0.34 means a 34% yield). (1) The reactants are [Cl-].O[NH3+:3].[C:4](=[O:7])([O-])[OH:5].[Na+].CS(C)=O.[O:13]1[C:17]2[CH:18]=[CH:19][C:20]([N:22]3[C:27](=[O:28])[C:26]([CH2:29][C:30]4[CH:35]=[CH:34][C:33]([C:36]5[C:37]([C:42]#[N:43])=[CH:38][CH:39]=[CH:40][CH:41]=5)=[CH:32][CH:31]=4)=[C:25]([O:44][CH2:45][CH3:46])[N:24]=[C:23]3[CH3:47])=[CH:21][C:16]=2[CH2:15][CH2:14]1. The catalyst is C(OCC)(=O)C. The product is [O:13]1[C:17]2[CH:18]=[CH:19][C:20]([N:22]3[C:27](=[O:28])[C:26]([CH2:29][C:30]4[CH:35]=[CH:34][C:33]([C:36]5[CH:41]=[CH:40][CH:39]=[CH:38][C:37]=5[C:42]5[NH:3][C:4](=[O:7])[O:5][N:43]=5)=[CH:32][CH:31]=4)=[C:25]([O:44][CH2:45][CH3:46])[N:24]=[C:23]3[CH3:47])=[CH:21][C:16]=2[CH2:15][CH2:14]1. The yield is 0.350. (2) The reactants are [CH3:1][N:2]([CH3:14])/[CH:3]=[N:4]/[C:5]1[CH:6]=[C:7]2[CH:13]=[CH:12][NH:11][C:8]2=[CH:9][N:10]=1.[I:15]N1C(=O)CCC1=O. The catalyst is CN(C=O)C. The product is [I:15][C:13]1[C:7]2[C:8](=[CH:9][N:10]=[C:5](/[N:4]=[CH:3]/[N:2]([CH3:14])[CH3:1])[CH:6]=2)[NH:11][CH:12]=1. The yield is 0.520. (3) The reactants are [F:1][C:2]1[N:7]=[C:6]([S:8](Cl)(=[O:10])=[O:9])[CH:5]=[CH:4][CH:3]=1.[C:12]1([CH3:24])[CH:17]=[CH:16][CH:15]=[CH:14][C:13]=1[CH:18]1[CH2:23][CH2:22][NH:21][CH2:20][CH2:19]1. The catalyst is C(Cl)(Cl)Cl. The product is [F:1][C:2]1[CH:3]=[CH:4][CH:5]=[C:6]([S:8]([N:21]2[CH2:22][CH2:23][CH:18]([C:13]3[CH:14]=[CH:15][CH:16]=[CH:17][C:12]=3[CH3:24])[CH2:19][CH2:20]2)(=[O:10])=[O:9])[N:7]=1. The yield is 0.380. (4) The reactants are Br[C:2]1[CH:23]=[CH:22][C:5]([C:6]([NH:8][S:9]([C:12]2[CH:17]=[CH:16][CH:15]=[CH:14][C:13]=2[S:18](=[O:21])(=[O:20])[NH2:19])(=[O:11])=[O:10])=[O:7])=[CH:4][CH:3]=1.[C:24]([C:26]1[CH:31]=[CH:30][C:29]([F:32])=[CH:28][CH:27]=1)#[CH:25]. No catalyst specified. The product is [F:32][C:29]1[CH:30]=[CH:31][C:26]([C:24]#[C:25][C:2]2[CH:23]=[CH:22][C:5]([C:6]([NH:8][S:9]([C:12]3[CH:17]=[CH:16][CH:15]=[CH:14][C:13]=3[S:18](=[O:21])(=[O:20])[NH2:19])(=[O:11])=[O:10])=[O:7])=[CH:4][CH:3]=2)=[CH:27][CH:28]=1. The yield is 0.390. (5) The reactants are [Cl:1][C:2]1[CH:7]=[CH:6][CH:5]=[CH:4][C:3]=1I.CC1(C)C(C)(C)OB([C:17]2[CH:21]=[CH:20][NH:19][N:18]=2)O1.C(=O)([O-])[O-].[Cs+].[Cs+]. The catalyst is O1CCOCC1.O.C1C=CC([P]([Pd]([P](C2C=CC=CC=2)(C2C=CC=CC=2)C2C=CC=CC=2)([P](C2C=CC=CC=2)(C2C=CC=CC=2)C2C=CC=CC=2)[P](C2C=CC=CC=2)(C2C=CC=CC=2)C2C=CC=CC=2)(C2C=CC=CC=2)C2C=CC=CC=2)=CC=1. The product is [Cl:1][C:2]1[CH:7]=[CH:6][CH:5]=[CH:4][C:3]=1[C:17]1[CH:21]=[CH:20][NH:19][N:18]=1. The yield is 0.990.